Dataset: Full USPTO retrosynthesis dataset with 1.9M reactions from patents (1976-2016). Task: Predict the reactants needed to synthesize the given product. Given the product [CH2:1]1[C:2]2[C:6](=[CH:7][C:2]([CH2:1][OH:4])=[CH:3][CH:3]=2)[CH2:5][O:4]1, predict the reactants needed to synthesize it. The reactants are: [CH2:1]([O:4][CH2:5][C:6]#[CH:7])[C:2]#[CH:3].